From a dataset of Forward reaction prediction with 1.9M reactions from USPTO patents (1976-2016). Predict the product of the given reaction. (1) Given the reactants Cl[C:2]1[CH:3]=[CH:4][C:5]2[N:6]=[CH:7][N:8]3[C:16]4[CH:15]=[CH:14][CH:13]=[C:12]([F:17])[C:11]=4[CH:10]=[C:9]3[C:18]=2[N:19]=1.[CH3:20][NH:21][C:22]([C:24]1[C:28]2[CH:29]=[C:30](B3OC(C)(C)C(C)(C)O3)[C:31]([N:33]([CH3:38])[S:34]([CH3:37])(=[O:36])=[O:35])=[CH:32][C:27]=2[O:26][C:25]=1[C:48]1[CH:49]=[N:50][C:51]([C:54]([F:57])([F:56])[F:55])=[CH:52][CH:53]=1)=[O:23].C([O-])([O-])=O.[Na+].[Na+].CC(C1C=C(C(C)C)C(C2C=CC=CC=2P(C2CCCCC2)C2CCCCC2)=C(C(C)C)C=1)C, predict the reaction product. The product is: [F:17][C:12]1[C:11]2[CH:10]=[C:9]3[C:18]4[N:19]=[C:2]([C:30]5[C:31]([N:33]([CH3:38])[S:34]([CH3:37])(=[O:36])=[O:35])=[CH:32][C:27]6[O:26][C:25]([C:48]7[CH:49]=[N:50][C:51]([C:54]([F:55])([F:57])[F:56])=[CH:52][CH:53]=7)=[C:24]([C:22]([NH:21][CH3:20])=[O:23])[C:28]=6[CH:29]=5)[CH:3]=[CH:4][C:5]=4[N:6]=[CH:7][N:8]3[C:16]=2[CH:15]=[CH:14][CH:13]=1. (2) Given the reactants [F:1][C:2]([F:16])([F:15])[C:3]([NH:5][C:6]1[N:7]=[C:8]2[CH2:13][NH:12][CH2:11][CH2:10][N:9]2[CH:14]=1)=[O:4].[F-].[Cs+].Cl[C:20]1[CH:25]=[C:24]([C:26]2[C:31]([CH3:32])=[CH:30][C:29]([CH3:33])=[CH:28][N:27]=2)[C:23]([Cl:34])=[CH:22][N:21]=1, predict the reaction product. The product is: [Cl:34][C:23]1[C:24]([C:26]2[C:31]([CH3:32])=[CH:30][C:29]([CH3:33])=[CH:28][N:27]=2)=[CH:25][C:20]([N:12]2[CH2:11][CH2:10][N:9]3[CH:14]=[C:6]([NH:5][C:3](=[O:4])[C:2]([F:15])([F:1])[F:16])[N:7]=[C:8]3[CH2:13]2)=[N:21][CH:22]=1. (3) Given the reactants [C:1]([CH2:9][CH2:10][CH2:11][C:12]([OH:14])=[O:13])(=[O:8])[C:2]1[CH:7]=[CH:6][CH:5]=[CH:4][CH:3]=1.CO.[CH:17]1C=CC=CC=1.C1(C)C=CC(S(O)(=O)=O)=CC=1, predict the reaction product. The product is: [C:1]([CH2:9][CH2:10][CH2:11][C:12]([O:14][CH3:17])=[O:13])(=[O:8])[C:2]1[CH:7]=[CH:6][CH:5]=[CH:4][CH:3]=1. (4) Given the reactants [CH3:1][C:2]1[N:6]=[C:5]([C:7]2[S:11][C:10]([NH2:12])=[N:9][C:8]=2[C:13]2[CH:18]=[CH:17][CH:16]=[CH:15][CH:14]=2)[O:4][N:3]=1.[C:19](Cl)(=[O:21])[CH3:20], predict the reaction product. The product is: [CH3:1][C:2]1[N:6]=[C:5]([C:7]2[S:11][C:10]([NH:12][C:19](=[O:21])[CH3:20])=[N:9][C:8]=2[C:13]2[CH:14]=[CH:15][CH:16]=[CH:17][CH:18]=2)[O:4][N:3]=1. (5) Given the reactants [C:1]12([NH2:11])[CH2:10][CH:5]3[CH2:6][CH:7]([CH2:9][CH:3]([CH2:4]3)[CH2:2]1)[CH2:8]2.[CH3:12][C:13]1[NH:14][CH:15]=[C:16]([CH:18]=O)[N:17]=1, predict the reaction product. The product is: [CH3:12][C:13]1[NH:14][CH:15]=[C:16]([CH2:18][NH:11][C:1]23[CH2:8][CH:7]4[CH2:6][CH:5]([CH2:4][CH:3]([CH2:9]4)[CH2:2]2)[CH2:10]3)[N:17]=1.